From a dataset of Experimentally validated miRNA-target interactions with 360,000+ pairs, plus equal number of negative samples. Binary Classification. Given a miRNA mature sequence and a target amino acid sequence, predict their likelihood of interaction. (1) The miRNA is hsa-miR-4421 with sequence ACCUGUCUGUGGAAAGGAGCUA. The protein sequence of the target gene is MAASEVAGVVANAPSPPESSSLCASKSDEGLPDGLSTKDSAQKQKNSPLLSVSSQTITKENNRNVHLEHSEQNPGSSAGDTSAAHQVVLGENLIATALCLSGSGSQSDLKDVASTAGEEGDTSLRESLHPVTRSLKAGCHTKQLASRNCSEEKSPQTSILKEGNRDTSLDFRPVVSPANGVEGVRVDQDDDQDSSSLKLSQNIAVQTDFKTADSEVNTDQDIEKNLDKMMTERTLLKERYQEVLDKQRQVENQLQVQLKQLQQRREEEMKNHQEILKAIQDVTIKREETKKKIEKEKKEF.... Result: 0 (no interaction). (2) The miRNA is hsa-miR-3918 with sequence ACAGGGCCGCAGAUGGAGACU. The protein sequence of the target gene is MSGTEEAILGGRDSHPAAGGGSVLCFGQCQYTAEEYQAIQKALRQRLGPEYISSRMAGGGQKVCYIEGHRVINLANEMFGYNGWAHSITQQNVDFVDLNNGKFYVGVCAFVRVQLKDGSYHEDVGYGVSEGLKSKALSLEKARKEAVTDGLKRALRSFGNALGNCILDKDYLRSLNKLPRQLPLEVDLTKAKRQDLEPSVEEARYNSCRPNMALGHPQLQQVTSPSRPSHAVIPADQDCSSRSLSSSAVESEATHQRKLRQKQLQQQFRERMEKQQVRVSTPSAEKSEAAPPAPPVTHST.... Result: 0 (no interaction). (3) The miRNA is hsa-miR-510-5p with sequence UACUCAGGAGAGUGGCAAUCAC. The protein sequence of the target gene is MSCCDLAAAGQLGKASIMASDCEPALNQAEGRNPTLERYLGALREAKNDSEQFAALLLVTKAVKAGDIDAKTRRRIFDAVGFTFPNRLLTTKEAPDGCPDHVLRALGVALLACFCSDPELAAHPQVLNKIPILSTFLTARGDPDDAARRSMIDDTYQCLTAVAGTPRGPRHLIAGGTVSALCQAYLGHGYGFDQALALLVGLLAAAETQCWKEAEPDLLAVLRGLSEDFQKAEDASKFELCQLLPLFLPPTTVPPECYRDLQAGLARILGSKLSSWQRNPALKLAARLAHACGSDWIPAG.... Result: 0 (no interaction).